From a dataset of Forward reaction prediction with 1.9M reactions from USPTO patents (1976-2016). Predict the product of the given reaction. (1) Given the reactants [NH:1]1[CH2:6][CH2:5][C:4](=[O:7])[CH2:3][CH2:2]1.Cl[CH2:9][CH2:10][CH2:11][CH2:12][CH2:13][O:14][CH3:15], predict the reaction product. The product is: [CH3:15][O:14][CH2:13][CH2:12][CH2:11][CH2:10][CH2:9][N:1]1[CH2:6][CH2:5][C:4](=[O:7])[CH2:3][CH2:2]1. (2) Given the reactants [C:1]([C:3]1[CH:19]=[CH:18][C:6]([C:7]([NH:9][CH2:10][CH2:11][CH2:12][C:13]([O:15]CC)=O)=[O:8])=[CH:5][CH:4]=1)#[N:2].[NH2:20][C:21]1[CH:22]=[CH:23][C:24]2[N:25]([CH2:34][CH3:35])[C:26]3[C:31]([C:32]=2[CH:33]=1)=[CH:30][CH:29]=[CH:28][CH:27]=3.[CH3:36][CH2:37]N(C(C)C)C(C)C.CN(C(ON1N=NC2C=CC=NC1=2)=[N+](C)C)C.F[P-](F)(F)(F)(F)F, predict the reaction product. The product is: [C:1]([C:3]1[CH:4]=[CH:5][C:6]([C:7]([N:9]([CH2:36][CH3:37])[CH2:10][CH2:11][CH2:12][C:13]([NH:20][C:21]2[CH:22]=[CH:23][C:24]3[N:25]([CH2:34][CH3:35])[C:26]4[C:31]([C:32]=3[CH:33]=2)=[CH:30][CH:29]=[CH:28][CH:27]=4)=[O:15])=[O:8])=[CH:18][CH:19]=1)#[N:2]. (3) Given the reactants [C:1]([O:5][C:6]([N:8]1[CH2:12][C@:11]([C:14](C)(C)[O:15][SiH2]C(C)(C)C)([F:13])[CH2:10][C@H:9]1[C:23]([O:25][CH2:26][C:27]1[CH:32]=[CH:31][CH:30]=[CH:29][CH:28]=1)=[O:24])=[O:7])([CH3:4])([CH3:3])[CH3:2].CCCC[N+](CCCC)(CCCC)CCCC.[F-].O, predict the reaction product. The product is: [C:1]([O:5][C:6]([N:8]1[CH2:12][C@@:11]([F:13])([CH2:14][OH:15])[CH2:10][C@H:9]1[C:23]([O:25][CH2:26][C:27]1[CH:28]=[CH:29][CH:30]=[CH:31][CH:32]=1)=[O:24])=[O:7])([CH3:4])([CH3:2])[CH3:3].